This data is from Peptide-MHC class I binding affinity with 185,985 pairs from IEDB/IMGT. The task is: Regression. Given a peptide amino acid sequence and an MHC pseudo amino acid sequence, predict their binding affinity value. This is MHC class I binding data. (1) The MHC is HLA-A24:02 with pseudo-sequence HLA-A24:02. The binding affinity (normalized) is 0.128. The peptide sequence is QGLIQYPTA. (2) The peptide sequence is WDIKDPSLL. The MHC is HLA-A01:01 with pseudo-sequence HLA-A01:01. The binding affinity (normalized) is 0.0154.